This data is from Full USPTO retrosynthesis dataset with 1.9M reactions from patents (1976-2016). The task is: Predict the reactants needed to synthesize the given product. (1) Given the product [CH3:1][O:3][C:4]([CH:6]1[CH2:11][CH2:10][CH:9]([NH:12][C:25]2[N:30]=[C:29]([N:31]3[C:39]4[C:34](=[C:35]([O:40][CH2:41][CH2:42][CH2:43][S:44]([CH3:47])(=[O:45])=[O:46])[CH:36]=[CH:37][CH:38]=4)[CH:33]=[CH:32]3)[CH:28]=[CH:27][N:26]=2)[CH2:8][CH2:7]1)=[O:5], predict the reactants needed to synthesize it. The reactants are: [CH2:1]([O:3][C:4]([CH:6]1[CH2:11][CH2:10][CH:9]([NH2:12])[CH2:8][CH2:7]1)=[O:5])C.CCN(C(C)C)C(C)C.CS([C:25]1[N:30]=[C:29]([N:31]2[C:39]3[C:34](=[C:35]([O:40][CH2:41][CH2:42][CH2:43][S:44]([CH3:47])(=[O:46])=[O:45])[CH:36]=[CH:37][CH:38]=3)[CH:33]=[CH:32]2)[CH:28]=[CH:27][N:26]=1)=O.O. (2) The reactants are: C(OC([N:8]1[CH2:11][C:10]2([CH2:14][N:13]([C:15]3[CH:20]=[N:19][CH:18]=[C:17]([C:21]4[CH:22]=[C:23]5[C:28](=[CH:29][CH:30]=4)[N:27]([CH3:31])[C:26](=[O:32])[CH2:25][CH2:24]5)[N:16]=3)[CH2:12]2)[CH2:9]1)=O)(C)(C)C.[C:33]([OH:39])([C:35]([F:38])([F:37])[F:36])=[O:34]. Given the product [F:36][C:35]([F:38])([F:37])[C:33]([OH:39])=[O:34].[CH2:12]1[C:10]2([CH2:9][NH:8][CH2:11]2)[CH2:14][N:13]1[C:15]1[N:16]=[C:17]([C:21]2[CH:22]=[C:23]3[C:28](=[CH:29][CH:30]=2)[N:27]([CH3:31])[C:26](=[O:32])[CH2:25][CH2:24]3)[CH:18]=[N:19][CH:20]=1, predict the reactants needed to synthesize it. (3) Given the product [C:11]1([CH3:14])[CH:12]=[CH:13][C:8]([C:5]2[O:4][C:3]([CH2:2][S:34][C:23]3[N:22]([C:17]4[CH:18]=[CH:19][CH:20]=[CH:21][C:16]=4[Cl:15])[C:26]([C:27]4[CH:32]=[CH:31][C:30]([Cl:33])=[CH:29][CH:28]=4)=[N:25][N:24]=3)=[N:7][N:6]=2)=[CH:9][CH:10]=1, predict the reactants needed to synthesize it. The reactants are: Cl[CH2:2][C:3]1[O:4][C:5]([C:8]2[CH:13]=[CH:12][C:11]([CH3:14])=[CH:10][CH:9]=2)=[N:6][N:7]=1.[Cl:15][C:16]1[CH:21]=[CH:20][CH:19]=[CH:18][C:17]=1[N:22]1[C:26]([C:27]2[CH:32]=[CH:31][C:30]([Cl:33])=[CH:29][CH:28]=2)=[N:25][N:24]=[C:23]1[SH:34].C([O-])([O-])=O.[K+].[K+]. (4) Given the product [ClH:1].[Cl:1][C:2]1[C:7]([CH3:8])=[CH:6][C:5]2[N:9]([CH:10]3[CH2:15][CH2:14][N:13]([C@H:16]4[CH2:21][CH2:20][C@@H:19]([O:22][CH2:23][CH2:24][CH3:25])[CH2:18][CH2:17]4)[CH2:12][CH2:11]3)[C:37](=[O:39])[NH:26][C:4]=2[CH:3]=1, predict the reactants needed to synthesize it. The reactants are: [Cl:1][C:2]1[CH:3]=[C:4]([NH2:26])[C:5]([NH:9][CH:10]2[CH2:15][CH2:14][N:13]([C@H:16]3[CH2:21][CH2:20][C@@H:19]([O:22][CH2:23][CH2:24][CH3:25])[CH2:18][CH2:17]3)[CH2:12][CH2:11]2)=[CH:6][C:7]=1[CH3:8].C(N(C(C)C)CC)(C)C.Cl[C:37](Cl)([O:39]C(=O)OC(Cl)(Cl)Cl)Cl.C([O-])(O)=O.[Na+]. (5) Given the product [I:35][C:7]1[C:3]([C:2]([F:9])([F:8])[F:1])=[N:4][NH:5][CH:6]=1, predict the reactants needed to synthesize it. The reactants are: [F:1][C:2]([F:9])([F:8])[C:3]1[CH:7]=[CH:6][NH:5][N:4]=1.[N+]([O-])(O)=O.[N+]([O-])(O)=O.[N+]([O-])(O)=O.[N+]([O-])(O)=O.[N+]([O-])(O)=O.[N+]([O-])(O)=O.[Ce].[I:35]I.